From a dataset of Reaction yield outcomes from USPTO patents with 853,638 reactions. Predict the reaction yield, written as a fraction of the theoretical maximum amount of product (1.0 means a 100% yield; for example, 0.34 means a 34% yield). (1) The reactants are [OH:1][C:2]1[CH:7]=[C:6]([OH:8])[CH:5]=[CH:4][C:3]=1[C:9](=[O:11])[CH3:10].[Br-:12].[Br-:13].[Br-:14].C([N+](C)(C)C)C1C=CC=CC=1.C([N+](C)(C)C)C1C=CC=CC=1.C([N+](C)(C)C)C1C=CC=CC=1. The catalyst is CO.ClCCl.C(OCC)(=O)C. The product is [Br:12][CH2:10][C:9]([C:3]1[CH:4]=[C:5]([Br:13])[C:6]([OH:8])=[C:7]([Br:14])[C:2]=1[OH:1])=[O:11]. The yield is 0.920. (2) The reactants are [CH2:1]([O:3][CH:4]([O:16][CH2:17][CH3:18])[C:5]1[O:13][C:12]2[C:11]([C:14]#N)=[CH:10][N:9]=[CH:8][C:7]=2[CH:6]=1)[CH3:2].[OH-:19].[Na+].Cl.[Cl-].[Na+].C(O)C.[OH2:27]. No catalyst specified. The product is [CH2:1]([O:3][CH:4]([O:16][CH2:17][CH3:18])[C:5]1[O:13][C:12]2[C:11]([C:14]([OH:27])=[O:19])=[CH:10][N:9]=[CH:8][C:7]=2[CH:6]=1)[CH3:2]. The yield is 0.940. (3) The reactants are [CH3:1][C:2]1[N:3]([CH2:23][C:24]2[CH:29]=[CH:28][CH:27]=[C:26]([O:30][CH3:31])[CH:25]=2)[C:4](=[O:22])[CH2:5][CH:6]([C:12]2[CH:17]=[CH:16][C:15]([C:18]([F:21])([F:20])[F:19])=[CH:14][CH:13]=2)[C:7]=1[C:8]([O:10]C)=[O:9].[OH-].[Na+]. The catalyst is CO. The product is [CH3:1][C:2]1[N:3]([CH2:23][C:24]2[CH:29]=[CH:28][CH:27]=[C:26]([O:30][CH3:31])[CH:25]=2)[C:4](=[O:22])[CH2:5][CH:6]([C:12]2[CH:13]=[CH:14][C:15]([C:18]([F:20])([F:19])[F:21])=[CH:16][CH:17]=2)[C:7]=1[C:8]([OH:10])=[O:9]. The yield is 0.800. (4) The reactants are C(N(CC)CC)C.[C:8]([N:15]1[CH2:21][CH2:20][CH2:19][NH:18][CH2:17][CH2:16]1)([O:10][C:11]([CH3:14])([CH3:13])[CH3:12])=[O:9].[Br:22][C:23]1[CH:28]=[CH:27][C:26]([S:29](Cl)(=[O:31])=[O:30])=[C:25]([F:33])[CH:24]=1. The catalyst is C(Cl)Cl.CCOC(C)=O. The product is [Br:22][C:23]1[CH:28]=[CH:27][C:26]([S:29]([N:18]2[CH2:19][CH2:20][CH2:21][N:15]([C:8]([O:10][C:11]([CH3:14])([CH3:13])[CH3:12])=[O:9])[CH2:16][CH2:17]2)(=[O:30])=[O:31])=[C:25]([F:33])[CH:24]=1. The yield is 0.980. (5) The reactants are Cl.[NH2:2][OH:3].C(N(CC)CC)C.[Cl:11][C:12]1[CH:13]=[C:14]([CH:20]=[CH:21][C:22]=1[C:23]#[N:24])[C:15]([O:17][CH2:18][CH3:19])=[O:16]. The catalyst is CCO. The product is [Cl:11][C:12]1[CH:13]=[C:14]([CH:20]=[CH:21][C:22]=1[C:23](=[N:2][OH:3])[NH2:24])[C:15]([O:17][CH2:18][CH3:19])=[O:16]. The yield is 0.720. (6) The reactants are C[O:2][C:3](=O)[C:4]1[CH:9]=[CH:8][CH:7]=[C:6]([C:10]2[O:11][C:12]([CH3:36])=[C:13]([CH2:15][N:16]3[C:24]4[C:19](=[CH:20][C:21]([C:25]([OH:34])([C:30]([F:33])([F:32])[F:31])[C:26]([F:29])([F:28])[F:27])=[CH:22][CH:23]=4)[CH2:18][CH:17]3[CH3:35])[N:14]=2)[CH:5]=1.[H-].[Al+3].[Li+].[H-].[H-].[H-]. The catalyst is C1COCC1. The product is [F:32][C:30]([F:31])([F:33])[C:25]([C:21]1[CH:20]=[C:19]2[C:24](=[CH:23][CH:22]=1)[N:16]([CH2:15][C:13]1[N:14]=[C:10]([C:6]3[CH:7]=[CH:8][CH:9]=[C:4]([CH2:3][OH:2])[CH:5]=3)[O:11][C:12]=1[CH3:36])[CH:17]([CH3:35])[CH2:18]2)([OH:34])[C:26]([F:29])([F:28])[F:27]. The yield is 0.930. (7) The reactants are C(=O)([O-])[O-].[K+].[K+].[CH3:7][O:8][C:9](=[O:30])[C:10]1[CH:15]=[CH:14][C:13]([OH:16])=[C:12]([NH:17][S:18]([C:21]2[CH:26]=[C:25]([Cl:27])[CH:24]=[CH:23][C:22]=2[O:28][CH3:29])(=[O:20])=[O:19])[CH:11]=1.Br[CH2:32][CH2:33][CH2:34]Br. The catalyst is CN(C)C=O. The product is [CH3:7][O:8][C:9]([C:10]1[CH:15]=[CH:14][C:13]2[O:16][CH2:34][CH2:33][CH2:32][N:17]([S:18]([C:21]3[CH:26]=[C:25]([Cl:27])[CH:24]=[CH:23][C:22]=3[O:28][CH3:29])(=[O:19])=[O:20])[C:12]=2[CH:11]=1)=[O:30]. The yield is 0.900. (8) The reactants are O[C:2]1[CH:3]=[N:4][CH:5]=[CH:6][C:7]=1[NH:8][C:9]([C:11]1[S:12][C:13]([N+:16]([O-:18])=[O:17])=[CH:14][CH:15]=1)=[O:10].O=P12OP3(OP(OP(O3)(O1)=O)(=O)O2)=O.CC1C=CC(C)=CC=1. The catalyst is N1C=CC=CC=1. The product is [N+:16]([C:13]1[S:12][C:11]([C:9]2[O:10][C:2]3[CH:3]=[N:4][CH:5]=[CH:6][C:7]=3[N:8]=2)=[CH:15][CH:14]=1)([O-:18])=[O:17]. The yield is 0.170.